From a dataset of Full USPTO retrosynthesis dataset with 1.9M reactions from patents (1976-2016). Predict the reactants needed to synthesize the given product. (1) Given the product [CH3:26][O:25][C:22]1[CH:21]=[CH:20][C:19]([CH2:18][O:17][C:12]2[CH:13]=[CH:14][CH:15]=[CH:16][C:11]=2[C:3]2[N:10]=[CH:9][CH:6]=[CH:5][C:4]=2[C:30]#[N:28])=[CH:24][CH:23]=1, predict the reactants needed to synthesize it. The reactants are: CN(C)/[C:3](/[C:11]1[CH:16]=[CH:15][CH:14]=[CH:13][C:12]=1[O:17][CH2:18][C:19]1[CH:24]=[CH:23][C:22]([O:25][CH3:26])=[CH:21][CH:20]=1)=[CH:4]\[CH:5]=[C:6]([C:9]#[N:10])C#N.[NH3:28].O.[CH3:30]O. (2) Given the product [S:16]1[C:20]2[CH:21]=[CH:22][CH:23]=[CH:24][C:19]=2[C:18]([CH2:25][NH:7][CH2:6][C:5]2[CH:8]=[CH:9][C:10]([C:11]3[O:15][CH:14]=[N:13][CH:12]=3)=[C:3]([O:2][CH3:1])[CH:4]=2)=[CH:17]1, predict the reactants needed to synthesize it. The reactants are: [CH3:1][O:2][C:3]1[CH:4]=[C:5]([CH:8]=[CH:9][C:10]=1[C:11]1[O:15][CH:14]=[N:13][CH:12]=1)[CH2:6][NH2:7].[S:16]1[C:20]2[CH:21]=[CH:22][CH:23]=[CH:24][C:19]=2[C:18]([CH:25]=O)=[CH:17]1. (3) Given the product [CH2:48]([O:6][C:5](=[O:7])[C@@:4]([CH2:9][OH:10])([CH3:8])[CH2:3][C@H:2]([NH:1][C:38]([C:36]1[NH:35][N:34]=[N:33][CH:37]=1)=[O:40])[CH2:11][C:12]1[CH:13]=[CH:14][C:15]([C:18]2[CH:23]=[CH:22][CH:21]=[CH:20][CH:19]=2)=[CH:16][CH:17]=1)[CH:47]([CH3:49])[CH3:24], predict the reactants needed to synthesize it. The reactants are: [NH2:1][C@H:2]([CH2:11][C:12]1[CH:17]=[CH:16][C:15]([C:18]2[CH:23]=[CH:22][CH:21]=[CH:20][CH:19]=2)=[CH:14][CH:13]=1)[CH2:3][C@:4]([CH2:9][OH:10])([CH3:8])[C:5]([OH:7])=[O:6].[CH3:24]C#N.O1CCOCC1.[NH:33]1[CH:37]=[C:36]([C:38]([OH:40])=O)[N:35]=[N:34]1.CCN([CH:47]([CH3:49])[CH3:48])C(C)C.CN(C(ON1N=NC2C=CC=NC1=2)=[N+](C)C)C.F[P-](F)(F)(F)(F)F.